This data is from Forward reaction prediction with 1.9M reactions from USPTO patents (1976-2016). The task is: Predict the product of the given reaction. (1) Given the reactants F[C:2]1[CH:3]=[CH:4][C:5]([O:21][CH3:22])=[C:6]([C:8]2[C:9]([C:17]([O:19][CH3:20])=[O:18])=[CH:10][C:11]([N+:14]([O-:16])=[O:15])=[CH:12][CH:13]=2)[CH:7]=1.BrC1C=CC([N+]([O-])=O)=CC=1C(OC)=O.[Cl:37]C1C=CC(OC)=C(B(O)O)C=1, predict the reaction product. The product is: [Cl:37][C:4]1[C:5]([O:21][CH3:22])=[C:6]([C:8]2[C:9]([C:17]([O:19][CH3:20])=[O:18])=[CH:10][C:11]([N+:14]([O-:16])=[O:15])=[CH:12][CH:13]=2)[CH:7]=[CH:2][CH:3]=1. (2) The product is: [CH2:1]([N:3]1[C:11]2[C:6](=[C:7]([O:13][CH3:17])[CH:8]=[C:9]([F:12])[CH:10]=2)[C:5]([CH2:14][CH2:15][OH:16])=[CH:4]1)[CH3:2]. Given the reactants [CH2:1]([N:3]1[C:11]2[CH:10]=[C:9]([F:12])[CH:8]=[C:7]([OH:13])[C:6]=2[C:5]([CH2:14][CH2:15][OH:16])=[CH:4]1)[CH3:2].[C:17](=O)([O-])[O-].[K+].[K+].CI, predict the reaction product. (3) Given the reactants C(NC(C)C)(C)C.C([Li])CCC.[CH3:13][O:14][C:15]([CH:17]1[CH2:21][CH2:20][CH2:19][CH2:18]1)=[O:16].[Br:22][CH2:23][CH2:24]Br.[Cl-].[NH4+], predict the reaction product. The product is: [CH3:13][O:14][C:15]([C:17]1([CH2:24][CH2:23][Br:22])[CH2:21][CH2:20][CH2:19][CH2:18]1)=[O:16].